Dataset: Forward reaction prediction with 1.9M reactions from USPTO patents (1976-2016). Task: Predict the product of the given reaction. Given the reactants Cl[C:2]1[N:11]=[C:10](Cl)[C:9]2[C:4](=[CH:5][CH:6]=[CH:7][CH:8]=2)[N:3]=1.[NH2:13][C:14]1[CH:21]=[CH:20][C:17]([CH2:18][NH2:19])=[CH:16][CH:15]=1.[F:22][C:23]1[CH:31]=[C:30]([Cl:32])[CH:29]=[CH:28][C:24]=1[C:25](Cl)=[O:26].[CH3:33][NH2:34], predict the reaction product. The product is: [Cl:32][C:30]1[CH:29]=[CH:28][C:24]([C:25]([NH:13][C:14]2[CH:21]=[CH:20][C:17]([CH2:18][NH:19][C:10]3[C:9]4[C:4](=[CH:5][CH:6]=[CH:7][CH:8]=4)[N:3]=[C:2]([NH:34][CH3:33])[N:11]=3)=[CH:16][CH:15]=2)=[O:26])=[C:23]([F:22])[CH:31]=1.